Dataset: Reaction yield outcomes from USPTO patents with 853,638 reactions. Task: Predict the reaction yield, written as a fraction of the theoretical maximum amount of product (1.0 means a 100% yield; for example, 0.34 means a 34% yield). The reactants are [N:1](=[C:3]1[CH2:9][CH2:8][CH2:7][CH2:6][CH2:5][NH:4]1)[OH:2].[C:10](N1C=CN=C1)(N1C=CN=C1)=[O:11]. The catalyst is C(Cl)Cl. The product is [N:1]1[O:2][C:10](=[O:11])[N:4]2[CH2:5][CH2:6][CH2:7][CH2:8][CH2:9][C:3]=12. The yield is 0.890.